This data is from Aqueous solubility values for 9,982 compounds from the AqSolDB database. The task is: Regression/Classification. Given a drug SMILES string, predict its absorption, distribution, metabolism, or excretion properties. Task type varies by dataset: regression for continuous measurements (e.g., permeability, clearance, half-life) or binary classification for categorical outcomes (e.g., BBB penetration, CYP inhibition). For this dataset (solubility_aqsoldb), we predict Y. (1) The Y is 0.384 log mol/L. The compound is O=C(O)C1CCNCC1.[Cl-].[H+]. (2) The molecule is CN(C)CNC(=O)c1ccccc1. The Y is 0.420 log mol/L. (3) The drug is COc1ccc2cc(C(C)C(=O)OCC(=O)N(C)CC(N)=O)ccc2c1. The Y is -3.78 log mol/L. (4) The drug is CCCCCCCCCCCCCCCCCC(=O)OCC(OC(=O)CCCCCCCCCCCCCCCCC)[C@H]1OC[C@@H](O)[C@@H]1OC(=O)CCCCCCCCCCCCCCCCC. The Y is -7.28 log mol/L. (5) The compound is O=[N+]([O-])c1ccc(N2CC2)c([N+](=O)[O-])c1. The Y is -3.00 log mol/L. (6) The drug is CC(C)=CC1C(C(=O)OC(C#N)c2cccc(Oc3ccccc3)c2)C1(C)C. The Y is -7.57 log mol/L. (7) The molecule is C=COCC(C)C. The Y is -1.52 log mol/L. (8) The drug is CS(=O)(=O)c1ccc(C(=N)N)cc1. The Y is -1.38 log mol/L. (9) The compound is CC(=O)C(N=Nc1ccc(-c2ccc(N=NC(C(C)=O)C(=O)Nc3ccc(C)cc3C)c(Cl)c2)cc1Cl)C(=O)Nc1ccc(C)cc1C. The Y is -9.29 log mol/L.